This data is from Reaction yield outcomes from USPTO patents with 853,638 reactions. The task is: Predict the reaction yield, written as a fraction of the theoretical maximum amount of product (1.0 means a 100% yield; for example, 0.34 means a 34% yield). (1) The reactants are [C:1]1([CH:8]=[CH:7][CH:6]=[C:4]([OH:5])[CH:3]=1)[OH:2].[F:9][C:10]1[CH:11]=[C:12]([CH:15]=[CH:16][CH:17]=1)[CH2:13]Br. No catalyst specified. The product is [F:9][C:10]1[CH:11]=[C:12]([CH:15]=[CH:16][CH:17]=1)[CH2:13][O:2][C:1]1[CH:3]=[C:4]([OH:5])[CH:6]=[CH:7][CH:8]=1. The yield is 0.0700. (2) The reactants are [CH3:1][O:2][C:3]1[CH:8]=[CH:7][C:6]([NH:9][C:10]2[N:21]=[CH:20][CH:19]=[CH:18][C:11]=2[C:12]([NH:14][CH2:15][C:16]#[CH:17])=[O:13])=[CH:5][CH:4]=1.[N:22]([CH2:25][C:26]1[CH:31]=[CH:30][C:29]([F:32])=[CH:28][CH:27]=1)=[N+:23]=[N-:24].O.O=C1O[C@H]([C@H](CO)O)C([O-])=C1O.[Na+]. The catalyst is S([O-])([O-])(=O)=O.[Cu+2].C(O)(C)(C)C. The product is [F:32][C:29]1[CH:30]=[CH:31][C:26]([CH2:25][N:22]2[CH:17]=[C:16]([CH2:15][NH:14][C:12](=[O:13])[C:11]3[CH:18]=[CH:19][CH:20]=[N:21][C:10]=3[NH:9][C:6]3[CH:7]=[CH:8][C:3]([O:2][CH3:1])=[CH:4][CH:5]=3)[N:24]=[N:23]2)=[CH:27][CH:28]=1. The yield is 0.750. (3) The yield is 0.960. The reactants are [CH3:1][O:2][N:3]=[CH:4][C:5]1[CH:10]=[CH:9][C:8]([O:11][CH3:12])=[CH:7][CH:6]=1.C([BH3-])#N.[Na+]. No catalyst specified. The product is [CH3:12][O:11][C:8]1[CH:9]=[CH:10][C:5]([CH2:4][NH:3][O:2][CH3:1])=[CH:6][CH:7]=1. (4) The reactants are [F:1][C:2]1[CH:3]=[CH:4][C:5]([OH:10])=[C:6]([CH:9]=1)[CH:7]=O.Cl.C(NCC)C.[N+:17]([CH2:20][C:21](OC)=[O:22])([O-:19])=[O:18]. The catalyst is C1(C)C=CC=CC=1.O. The product is [F:1][C:2]1[CH:9]=[C:6]2[C:5](=[CH:4][CH:3]=1)[O:10][C:21](=[O:22])[C:20]([N+:17]([O-:19])=[O:18])=[CH:7]2. The yield is 0.550. (5) The reactants are [OH:1][C@@:2]1([C:9]#[C:10][C:11]2[CH:12]=[C:13]([N:17]3[C:25]4[CH:24]=[C:23]([CH3:26])[N:22]=[CH:21][C:20]=4[C:19]([C:27]([O:29]C)=O)=[N:18]3)[CH:14]=[CH:15][CH:16]=2)[CH2:6][CH2:5][N:4]([CH3:7])[C:3]1=[O:8].[NH3:31]. No catalyst specified. The product is [OH:1][C@@:2]1([C:9]#[C:10][C:11]2[CH:12]=[C:13]([N:17]3[C:25]4[CH:24]=[C:23]([CH3:26])[N:22]=[CH:21][C:20]=4[C:19]([C:27]([NH2:31])=[O:29])=[N:18]3)[CH:14]=[CH:15][CH:16]=2)[CH2:6][CH2:5][N:4]([CH3:7])[C:3]1=[O:8]. The yield is 0.410. (6) The reactants are Cl[C:2]1[C:11]2[C:6](=[C:7]([I:13])[C:8]([CH3:12])=[CH:9][CH:10]=2)[CH:5]=[CH:4][N:3]=1.[F:14][C:15]([F:24])([F:23])[C:16]1[CH:17]=[C:18]([OH:22])[CH:19]=[CH:20][CH:21]=1.C(=O)([O-])[O-].[Cs+].[Cs+].CS(C)=O. The catalyst is O.C(OCC)(=O)C. The product is [I:13][C:7]1[C:8]([CH3:12])=[CH:9][CH:10]=[C:11]2[C:6]=1[CH:5]=[CH:4][N:3]=[C:2]2[O:22][C:18]1[CH:19]=[CH:20][CH:21]=[C:16]([C:15]([F:14])([F:23])[F:24])[CH:17]=1. The yield is 0.736. (7) The catalyst is CN(C=O)C.O. The product is [Br:10][C:11]1[CH:18]=[CH:17][C:16]([O:19][C:2]2[CH:9]=[CH:8][C:5]([C:6]#[N:7])=[CH:4][N:3]=2)=[CH:15][C:12]=1[CH:13]=[O:14]. The yield is 0.780. The reactants are Cl[C:2]1[CH:9]=[CH:8][C:5]([C:6]#[N:7])=[CH:4][N:3]=1.[Br:10][C:11]1[CH:18]=[CH:17][C:16]([OH:19])=[CH:15][C:12]=1[CH:13]=[O:14].C([O-])([O-])=O.[K+].[K+].CCOC(C)=O. (8) The reactants are [CH3:1][O:2][C:3]1[CH:4]=[C:5]2[C:9](=[CH:10][CH:11]=1)[NH:8][CH:7]=[C:6]2[CH:12]=[O:13].[CH3:14]C1(C=O)C2C(=CC=CC=2)NC1. No catalyst specified. The product is [CH3:1][O:2][C:3]1[CH:4]=[C:5]2[C:9](=[CH:10][CH:11]=1)[N:8]([CH3:14])[CH:7]=[C:6]2[CH:12]=[O:13]. The yield is 0.920.